Dataset: Catalyst prediction with 721,799 reactions and 888 catalyst types from USPTO. Task: Predict which catalyst facilitates the given reaction. (1) Reactant: [Br:1][C:2]1[CH:3]=[C:4]([CH:8]=[C:9]([C:11]([O:13][CH3:14])=[O:12])[CH:10]=1)[C:5](O)=[O:6].CSC.B. Product: [Br:1][C:2]1[CH:10]=[C:9]([CH:8]=[C:4]([CH2:5][OH:6])[CH:3]=1)[C:11]([O:13][CH3:14])=[O:12]. The catalyst class is: 7. (2) Reactant: [Cl:1][C:2]1[CH:6]=[CH:5][N:4]([CH2:7][C:8](=O)[CH3:9])[C:3]=1[C:11]([O:13]C)=O.[NH3:15]. Product: [Cl:1][C:2]1[CH:6]=[CH:5][N:4]2[CH:7]=[C:8]([CH3:9])[NH:15][C:11](=[O:13])[C:3]=12. The catalyst class is: 5. (3) Product: [CH3:1][O:2][C:3](=[O:24])[C:4]1[CH:16]=[C:15]([C:17]2([C:19]3[O:20][CH:21]=[CH:22][CH:23]=3)[S:28][CH2:25][CH2:26][S:27]2)[CH:14]=[C:6]([C:7]([N:9]([CH3:13])[CH2:10][CH2:11][CH3:12])=[O:8])[CH:5]=1. The catalyst class is: 4. Reactant: [CH3:1][O:2][C:3](=[O:24])[C:4]1[CH:16]=[C:15]([C:17]([C:19]2[O:20][CH:21]=[CH:22][CH:23]=2)=O)[CH:14]=[C:6]([C:7]([N:9]([CH3:13])[CH2:10][CH2:11][CH3:12])=[O:8])[CH:5]=1.[CH2:25]([SH:28])[CH2:26][SH:27].B(F)(F)F.CCCCOCCCC. (4) Reactant: [NH2:1][C:2]1[CH:9]=[C:8]([O:10][CH3:11])[C:7]([O:12][CH3:13])=[CH:6][C:3]=1[C:4]#[N:5].C(=O)([O-])[O-].[K+].[K+].I[CH:21]([CH3:23])[CH3:22]. Product: [CH:21]([NH:1][C:2]1[CH:9]=[C:8]([O:10][CH3:11])[C:7]([O:12][CH3:13])=[CH:6][C:3]=1[C:4]#[N:5])([CH3:23])[CH3:22]. The catalyst class is: 536. (5) Reactant: FC(F)(F)[C:3]([OH:5])=[O:4].[F:8][C:9]1[CH:14]=[C:13]([N:15]2[CH:19]=[N:18][N:17]=[N:16]2)[CH:12]=[CH:11][C:10]=1[C:20]1[CH:21]=[CH:22][C:23]2[O:27][C:26]([CH:28]3[CH2:33][CH2:32][NH:31][CH2:30][CH2:29]3)=[N:25][C:24]=2[CH:34]=1.[CH:35]1(O)[CH2:38][CH2:37][CH2:36]1. Product: [F:8][C:9]1[CH:14]=[C:13]([N:15]2[CH:19]=[N:18][N:17]=[N:16]2)[CH:12]=[CH:11][C:10]=1[C:20]1[CH:21]=[CH:22][C:23]2[O:27][C:26]([CH:28]3[CH2:29][CH2:30][N:31]([C:3]([O:5][CH:35]4[CH2:38][CH2:37][CH2:36]4)=[O:4])[CH2:32][CH2:33]3)=[N:25][C:24]=2[CH:34]=1. The catalyst class is: 3.